Predict the product of the given reaction. From a dataset of Forward reaction prediction with 1.9M reactions from USPTO patents (1976-2016). (1) Given the reactants [Br:1][C:2]1[CH:11]=[C:10]2[C:5]([CH:6]=[CH:7][C:8]([C:12]([OH:14])=O)=[N:9]2)=[N:4][CH:3]=1.[NH2:15][C:16]1[CH:17]=[N:18][CH:19]=[CH:20][C:21]=1[N:22]1[CH2:27][C@H:26]([CH3:28])[CH2:25][C@H:24]([NH:29]C(=O)OC(C)(C)C)[CH2:23]1.CCN(C(C)C)C(C)C.CN(C(ON1N=NC2C=CC=NC1=2)=[N+](C)C)C.F[P-](F)(F)(F)(F)F.C(O)(C(F)(F)F)=O, predict the reaction product. The product is: [NH2:29][C@H:24]1[CH2:25][C@@H:26]([CH3:28])[CH2:27][N:22]([C:21]2[CH:20]=[CH:19][N:18]=[CH:17][C:16]=2[NH:15][C:12]([C:8]2[CH:7]=[CH:6][C:5]3[C:10](=[CH:11][C:2]([Br:1])=[CH:3][N:4]=3)[N:9]=2)=[O:14])[CH2:23]1. (2) Given the reactants [CH3:1][O:2][C:3]1[CH:4]=[C:5]([CH:11]2[C:19]3[C:14](=[CH:15][C:16]([O:22][CH3:23])=[C:17]([O:20][CH3:21])[CH:18]=3)[CH:13]([CH2:24][CH2:25][OH:26])[CH:12]2[CH2:27][OH:28])[CH:6]=[CH:7][C:8]=1[O:9][CH3:10].[CH3:29][S:30](O[S:30]([CH3:29])(=[O:32])=[O:31])(=[O:32])=[O:31].N1C=CC=CC=1, predict the reaction product. The product is: [CH3:1][O:2][C:3]1[CH:4]=[C:5]([CH:11]2[C:19]3[C:14](=[CH:15][C:16]([O:22][CH3:23])=[C:17]([O:20][CH3:21])[CH:18]=3)[CH:13]([CH2:24][CH2:25][O:26][S:30]([CH3:29])(=[O:32])=[O:31])[CH:12]2[CH2:27][O:28][S:30]([CH3:29])(=[O:32])=[O:31])[CH:6]=[CH:7][C:8]=1[O:9][CH3:10]. (3) Given the reactants [N:1]([C:4]1[CH:5]=[CH:6][CH:7]=[C:8]2[C:13]=1[N:12]=[C:11]([C:14]1[CH:19]=[CH:18][CH:17]=[C:16]([O:20][C:21]([F:24])([F:23])[F:22])[CH:15]=1)[CH:10]=[CH:9]2)=[C:2]=[O:3].[NH2:25][C:26]1[S:27][CH:28]=[CH:29][N:30]=1, predict the reaction product. The product is: [S:27]1[CH:28]=[CH:29][N:30]=[C:26]1[NH:25][C:2]([NH:1][C:4]1[CH:5]=[CH:6][CH:7]=[C:8]2[C:13]=1[N:12]=[C:11]([C:14]1[CH:19]=[CH:18][CH:17]=[C:16]([O:20][C:21]([F:24])([F:22])[F:23])[CH:15]=1)[CH:10]=[CH:9]2)=[O:3]. (4) Given the reactants [NH2:1][C:2]1[N:7]=[C:6]([CH3:8])[N:5]=[C:4]([C:9]2[N:13]3[CH:14]=[CH:15][CH:16]=[CH:17][C:12]3=[N:11][C:10]=2[NH:18][C:19]2[CH:23]=[CH:22][N:21]([CH3:24])[N:20]=2)[CH:3]=1.[O:25]([C:27]1[CH:28]=[C:29]([CH2:33][C:34](O)=[O:35])[CH:30]=[CH:31][CH:32]=1)[CH3:26].C(N(C(C)C)CC)(C)C.CCCP1(OP(CCC)(=O)OP(CCC)(=O)O1)=O.[C:64]([OH:70])([C:66]([F:69])([F:68])[F:67])=[O:65], predict the reaction product. The product is: [F:67][C:66]([F:69])([F:68])[C:64]([OH:70])=[O:65].[O:25]([C:27]1[CH:28]=[C:29]([CH2:33][C:34]([NH:1][C:2]2[CH:3]=[C:4]([C:9]3[N:13]4[CH:14]=[CH:15][CH:16]=[CH:17][C:12]4=[N:11][C:10]=3[NH:18][C:19]3[CH:23]=[CH:22][N:21]([CH3:24])[N:20]=3)[N:5]=[C:6]([CH3:8])[N:7]=2)=[O:35])[CH:30]=[CH:31][CH:32]=1)[CH3:26]. (5) Given the reactants [C:1]([C:9]1[CH:14]=[C:13]([N:15]2[CH2:20][CH2:19][N:18]([CH3:21])[CH2:17][CH2:16]2)[CH:12]=[CH:11][C:10]=1[NH:22]C(=O)C(C)(C)C)(=[O:8])[C:2]1[CH:7]=[CH:6][CH:5]=[CH:4][CH:3]=1, predict the reaction product. The product is: [NH2:22][C:10]1[CH:11]=[CH:12][C:13]([N:15]2[CH2:16][CH2:17][N:18]([CH3:21])[CH2:19][CH2:20]2)=[CH:14][C:9]=1[C:1]([C:2]1[CH:3]=[CH:4][CH:5]=[CH:6][CH:7]=1)=[O:8]. (6) The product is: [F:30][C:26]1[CH:25]=[C:24]([C@@H:6]([NH:7][C:8]([NH:10][CH2:11][CH2:12][CH2:13][C:14]2[CH:23]=[CH:22][C:21]3[CH2:20][CH2:19][CH2:18][NH:17][C:16]=3[N:15]=2)=[O:9])[CH2:5][C:4]([OH:31])=[O:3])[CH:29]=[CH:28][CH:27]=1. Given the reactants C([O:3][C:4](=[O:31])[CH2:5][C@@H:6]([C:24]1[CH:29]=[CH:28][CH:27]=[C:26]([F:30])[CH:25]=1)[NH:7][C:8]([NH:10][CH2:11][CH2:12][CH2:13][C:14]1[CH:23]=[CH:22][C:21]2[CH2:20][CH2:19][CH2:18][NH:17][C:16]=2[N:15]=1)=[O:9])C.[OH-].[Na+], predict the reaction product. (7) Given the reactants [CH2:1]([OH:10])[CH2:2][CH2:3][CH2:4][CH2:5][CH2:6][CH2:7][CH2:8][OH:9].[N+:11]([C:14]1[CH:21]=[CH:20][CH:19]=[C:18]([N+]([O-])=O)[C:15]=1[C:16]#[N:17])([O-:13])=[O:12].C1CCN2C(=NCCC2)CC1, predict the reaction product. The product is: [OH:9][CH2:8][CH2:7][CH2:6][CH2:5][CH2:4][CH2:3][CH2:2][CH2:1][O:10][C:18]1[CH:19]=[CH:20][CH:21]=[C:14]([N+:11]([O-:13])=[O:12])[C:15]=1[C:16]#[N:17]. (8) Given the reactants Cl[C:2](Cl)([O:4]C(=O)OC(Cl)(Cl)Cl)Cl.[Cl:13][C:14]1[C:19]([C:20]2[CH:25]=[CH:24][C:23]([CH3:26])=[CH:22][CH:21]=2)=[CH:18][N:17]=[N:16][C:15]=1[NH:27][NH2:28].ClC1N=NC=C(C2C=CC(C)=CC=2)C=1NN, predict the reaction product. The product is: [Cl:13][C:14]1[C:15]2[N:16]([C:2](=[O:4])[NH:28][N:27]=2)[N:17]=[CH:18][C:19]=1[C:20]1[CH:21]=[CH:22][C:23]([CH3:26])=[CH:24][CH:25]=1. (9) Given the reactants Cl[C:2]1[C:7]([Cl:8])=[N:6][CH:5]=[CH:4][N:3]=1.[NH2:9][C:10]1[CH:15]=[CH:14][C:13]([OH:16])=[CH:12][CH:11]=1.C(=O)([O-])[O-].[Cs+].[Cs+].O, predict the reaction product. The product is: [Cl:8][C:7]1[C:2]([O:16][C:13]2[CH:14]=[CH:15][C:10]([NH2:9])=[CH:11][CH:12]=2)=[N:3][CH:4]=[CH:5][N:6]=1. (10) Given the reactants [CH:1]1([N:7]2[CH2:13][C:12]([F:15])([F:14])[C:11](=[O:16])[N:10]([CH3:17])[C:9]3[CH:18]=[N:19][C:20]([NH:22][C:23]4[CH:31]=[CH:30][C:26]([C:27](O)=[O:28])=[CH:25][C:24]=4[O:32][CH3:33])=[N:21][C:8]2=3)[CH2:6][CH2:5][CH2:4][CH2:3][CH2:2]1.CN(C(ON1N=NC2C=CC=NC1=2)=[N+](C)C)C.F[P-](F)(F)(F)(F)F.[NH2:58][CH2:59][C@@H:60]([OH:62])[CH3:61], predict the reaction product. The product is: [CH:1]1([N:7]2[CH2:13][C:12]([F:14])([F:15])[C:11](=[O:16])[N:10]([CH3:17])[C:9]3[CH:18]=[N:19][C:20]([NH:22][C:23]4[CH:31]=[CH:30][C:26]([C:27]([NH:58][CH2:59][C@H:60]([OH:62])[CH3:61])=[O:28])=[CH:25][C:24]=4[O:32][CH3:33])=[N:21][C:8]2=3)[CH2:2][CH2:3][CH2:4][CH2:5][CH2:6]1.